This data is from Full USPTO retrosynthesis dataset with 1.9M reactions from patents (1976-2016). The task is: Predict the reactants needed to synthesize the given product. (1) Given the product [Br:8][C:9]1[O:13][C:12]([CH2:14][N:5]2[CH2:6][CH2:7][N:2]([CH3:1])[CH2:3][CH2:4]2)=[CH:11][CH:10]=1, predict the reactants needed to synthesize it. The reactants are: [CH3:1][N:2]1[CH2:7][CH2:6][NH:5][CH2:4][CH2:3]1.[Br:8][C:9]1[O:13][C:12]([CH:14]=O)=[CH:11][CH:10]=1.C(O[BH-](OC(=O)C)OC(=O)C)(=O)C.[Na+].C([O-])([O-])=O.[Na+].[Na+]. (2) Given the product [CH3:12][O:11][C:4]1[N:3]=[C:2]([CH3:14])[C:7]([N+:8]([O-:10])=[O:9])=[CH:6][CH:5]=1, predict the reactants needed to synthesize it. The reactants are: Cl[C:2]1[C:7]([N+:8]([O-:10])=[O:9])=[CH:6][CH:5]=[C:4]([O:11][CH3:12])[N:3]=1.O1CCOC[CH2:14]1.CB1OB(C)OB(C)O1.C(=O)([O-])[O-].[K+].[K+]. (3) Given the product [Cl:39][C:23]1[C:22](=[O:40])[N:21]([CH2:20][CH2:19][C:16]2[CH:15]=[CH:14][C:13]([C:12]([NH:11][S:8]([CH2:7][CH2:6][CH2:5][OH:4])(=[O:10])=[O:9])=[O:41])=[CH:18][CH:17]=2)[C:26]([CH2:27][O:28][C:29]2[CH:34]=[CH:33][CH:32]=[C:31]([CH2:42][CH3:43])[CH:30]=2)=[C:25]([Cl:38])[CH:24]=1, predict the reactants needed to synthesize it. The reactants are: C([O:4][CH2:5][CH2:6][CH2:7][S:8]([NH:11][C:12](=[O:41])[C:13]1[CH:18]=[CH:17][C:16]([CH2:19][CH2:20][N:21]2[C:26]([CH2:27][O:28][C:29]3[CH:34]=[CH:33][CH:32]=[C:31](OCC)[CH:30]=3)=[C:25]([Cl:38])[CH:24]=[C:23]([Cl:39])[C:22]2=[O:40])=[CH:15][CH:14]=1)(=[O:10])=[O:9])(=O)C.[CH2:42]1COC[CH2:43]1.[OH-].[Na+].Cl. (4) Given the product [F:19][C:2]([F:1])([F:18])[C:3]1[CH:12]=[C:11]([C:13]([F:15])([F:16])[F:14])[CH:10]=[C:9]2[C:4]=1[CH:5]=[CH:6][C:7]1[N:8]2[CH:21]=[C:22]([C:23]([O:25][CH2:26][CH3:27])=[O:24])[N:17]=1, predict the reactants needed to synthesize it. The reactants are: [F:1][C:2]([F:19])([F:18])[C:3]1[CH:12]=[C:11]([C:13]([F:16])([F:15])[F:14])[CH:10]=[C:9]2[C:4]=1[CH:5]=[CH:6][C:7]([NH2:17])=[N:8]2.Br[CH2:21][C:22](=O)[C:23]([O:25][CH2:26][CH3:27])=[O:24]. (5) Given the product [C:16]1([C:19]2[CH:24]=[CH:23][CH:22]=[CH:21][CH:20]=2)[CH:17]=[CH:18][C:13]([CH:7]([O:6][CH2:1][CH2:2][CH2:3][CH2:4][CH3:5])[CH2:8][CH2:9][CH2:10][CH2:11][CH2:12][OH:31])=[CH:14][CH:15]=1, predict the reactants needed to synthesize it. The reactants are: [CH2:1]([O:6][CH:7]([C:13]1[CH:18]=[CH:17][C:16]([C:19]2[CH:24]=[CH:23][CH:22]=[CH:21][CH:20]=2)=[CH:15][CH:14]=1)[CH2:8][CH2:9][CH2:10][CH:11]=[CH2:12])[CH2:2][CH2:3][CH2:4][CH3:5].B(F)(F)F.CC[O:31]CC.[OH-].[Na+].OO.C([O-])([O-])=O.[K+].[K+]. (6) Given the product [CH3:1][S:2]([C:4]1[CH:5]=[CH:6][C:7]([CH:10]2[CH2:11][CH2:12][CH:13]([O:16][CH2:17][CH:18]3[CH2:23][CH2:22][N:21]([C:24]([O:26][C:27]([CH3:30])([CH3:29])[CH3:28])=[O:25])[CH2:20][CH2:19]3)[CH2:14][CH2:15]2)=[CH:8][CH:9]=1)=[O:3].[CH3:1][S:2][C:4]1[CH:5]=[CH:6][C:7]([CH:10]2[CH2:11][CH2:12][CH:13]([O:16][CH2:17][CH:18]3[CH2:23][CH2:22][N:21]([C:24]([O:26][C:27]([CH3:30])([CH3:29])[CH3:28])=[O:25])[CH2:20][CH2:19]3)[CH2:14][CH2:15]2)=[CH:8][CH:9]=1, predict the reactants needed to synthesize it. The reactants are: [CH3:1][S:2]([C:4]1[CH:9]=[CH:8][C:7]([C:10]2[CH2:15][CH2:14][CH:13]([O:16][CH2:17][CH:18]3[CH2:23][CH2:22][N:21]([C:24]([O:26][C:27]([CH3:30])([CH3:29])[CH3:28])=[O:25])[CH2:20][CH2:19]3)[CH2:12][CH:11]=2)=[CH:6][CH:5]=1)=[O:3].[H][H]. (7) Given the product [N+:1]([C:4]1[CH:5]=[N:6][N:7]([CH2:11][C:10]([F:21])([F:20])[F:9])[CH:8]=1)([O-:3])=[O:2], predict the reactants needed to synthesize it. The reactants are: [N+:1]([C:4]1[CH:5]=[N:6][NH:7][CH:8]=1)([O-:3])=[O:2].[F:9][C:10]([F:21])([F:20])[CH2:11]OS(C(F)(F)F)(=O)=O.C(=O)([O-])[O-].[K+].[K+]. (8) Given the product [CH3:59][O:58][C:56]([C:55]1[CH:54]=[CH:53][C:52]([CH2:51][N:50]([C@@H:48]([C:44]2[CH:45]=[CH:46][CH:47]=[C:42]([O:41][CH3:40])[CH:43]=2)[CH3:49])[C:18]([C@@H:17]2[CH2:16][C:15]3[C:10](=[CH:11][CH:12]=[CH:13][CH:14]=3)[CH2:9][N:8]2[C:6]([O:5][C:1]([CH3:4])([CH3:3])[CH3:2])=[O:7])=[O:19])=[CH:61][CH:60]=1)=[O:57], predict the reactants needed to synthesize it. The reactants are: [C:1]([O:5][C:6]([N:8]1[C@H:17]([C:18](O)=[O:19])[CH2:16][C:15]2[C:10](=[CH:11][CH:12]=[CH:13][CH:14]=2)[CH2:9]1)=[O:7])([CH3:4])([CH3:3])[CH3:2].O.[Cl-].COC1N=C(OC)N=C([N+]2(C)CCOCC2)N=1.[CH3:40][O:41][C:42]1[CH:43]=[C:44]([C@H:48]([NH:50][CH2:51][C:52]2[CH:61]=[CH:60][C:55]([C:56]([O:58][CH3:59])=[O:57])=[CH:54][CH:53]=2)[CH3:49])[CH:45]=[CH:46][CH:47]=1.CCN(C(C)C)C(C)C.